From a dataset of Catalyst prediction with 721,799 reactions and 888 catalyst types from USPTO. Predict which catalyst facilitates the given reaction. Reactant: [Cl:1][C:2]1[CH:10]=[C:9]2[C:5]([C:6](I)=[N:7][NH:8]2)=[CH:4][CH:3]=1.[H-].[Na+].C([Mg]Cl)(C)C.[CH2:19]([Sn:23](Cl)([CH2:28][CH2:29][CH2:30][CH3:31])[CH2:24][CH2:25][CH2:26][CH3:27])[CH2:20][CH2:21][CH3:22]. Product: [Cl:1][C:2]1[CH:10]=[C:9]2[C:5]([C:6]([Sn:23]([CH2:24][CH2:25][CH2:26][CH3:27])([CH2:28][CH2:29][CH2:30][CH3:31])[CH2:19][CH2:20][CH2:21][CH3:22])=[N:7][NH:8]2)=[CH:4][CH:3]=1. The catalyst class is: 299.